This data is from Reaction yield outcomes from USPTO patents with 853,638 reactions. The task is: Predict the reaction yield, written as a fraction of the theoretical maximum amount of product (1.0 means a 100% yield; for example, 0.34 means a 34% yield). (1) The reactants are [CH3:1][O:2][C:3]1[CH:30]=[CH:29][C:6]([CH2:7][N:8]2[C:13]3[N:14]=[CH:15][C:16]([CH2:18][N:19]4[CH2:24][CH2:23][NH:22][CH2:21][CH2:20]4)=[CH:17][C:12]=3[C:11]3=[N:25][CH:26]=[N:27][N:10]3[C:9]2=[O:28])=[CH:5][CH:4]=1.[CH3:31][S:32](Cl)(=[O:34])=[O:33]. The catalyst is C(#N)C. The yield is 0.330. The product is [CH3:1][O:2][C:3]1[CH:4]=[CH:5][C:6]([CH2:7][N:8]2[C:13]3[N:14]=[CH:15][C:16]([CH2:18][N:19]4[CH2:24][CH2:23][N:22]([S:32]([CH3:31])(=[O:34])=[O:33])[CH2:21][CH2:20]4)=[CH:17][C:12]=3[C:11]3=[N:25][CH:26]=[N:27][N:10]3[C:9]2=[O:28])=[CH:29][CH:30]=1. (2) The reactants are [F:1][C:2]([F:15])([F:14])[C:3]1[CH:13]=[CH:12][C:6]([CH:7]=[CH:8][C:9](O)=[O:10])=[CH:5][CH:4]=1.S(Cl)(Cl)=O.[NH3:20]. The catalyst is C1(C)C=CC=CC=1.CN(C)C=O. The product is [F:1][C:2]([F:15])([F:14])[C:3]1[CH:13]=[CH:12][C:6]([CH:7]=[CH:8][C:9]([NH2:20])=[O:10])=[CH:5][CH:4]=1. The yield is 0.940. (3) The reactants are [OH:1][CH2:2][C:3]1([C:8]#[N:9])[CH2:7][CH2:6][CH2:5][CH2:4]1.[H-].[Na+].[CH2:12](Br)[C:13]1[CH:18]=[CH:17][CH:16]=[CH:15][CH:14]=1.O. The catalyst is CN(C=O)C.[Cl-].[Na+].O. The product is [CH2:12]([O:1][CH2:2][C:3]1([C:8]#[N:9])[CH2:7][CH2:6][CH2:5][CH2:4]1)[C:13]1[CH:18]=[CH:17][CH:16]=[CH:15][CH:14]=1. The yield is 0.640. (4) The reactants are [Br:1][C:2]1[C:3]([O:15][CH2:16][CH2:17][CH:18]([CH3:25])[CH2:19][CH2:20][CH2:21][CH:22]([CH3:24])[CH3:23])=[CH:4][C:5]2[NH:6][C:7]3[C:12]([C:13]=2[CH:14]=1)=[CH:11][CH:10]=[CH:9][CH:8]=3.[OH-].[Na+].[CH3:28][CH:29]([CH2:33][CH2:34][CH2:35][CH:36]([CH3:38])[CH3:37])[CH2:30][CH2:31]Br. The catalyst is [Cl-].C([N+](CC)(CC)CC)C1C=CC=CC=1.C1(C)C=CC=CC=1. The product is [Br:1][C:2]1[C:3]([O:15][CH2:16][CH2:17][CH:18]([CH3:25])[CH2:19][CH2:20][CH2:21][CH:22]([CH3:24])[CH3:23])=[CH:4][C:5]2[N:6]([CH2:31][CH2:30][CH:29]([CH3:28])[CH2:33][CH2:34][CH2:35][CH:36]([CH3:38])[CH3:37])[C:7]3[C:12]([C:13]=2[CH:14]=1)=[CH:11][CH:10]=[CH:9][CH:8]=3. The yield is 0.570. (5) The reactants are [N:1]1([CH2:7][CH2:8][CH2:9][O:10][C:11]2[CH:21]=[CH:20][C:14]3[CH2:15][CH2:16][NH:17][CH2:18][CH2:19][C:13]=3[CH:12]=2)[CH2:6][CH2:5][CH2:4][CH2:3][CH2:2]1.CCN(C(C)C)C(C)C.C(N(CC)CC)C.[C:38](OC(=O)C)(=[O:40])[CH3:39]. The catalyst is CN(C1C=CN=CC=1)C.C(Cl)Cl. The product is [N:1]1([CH2:7][CH2:8][CH2:9][O:10][C:11]2[CH:21]=[CH:20][C:14]3[CH2:15][CH2:16][N:17]([C:38](=[O:40])[CH3:39])[CH2:18][CH2:19][C:13]=3[CH:12]=2)[CH2:2][CH2:3][CH2:4][CH2:5][CH2:6]1. The yield is 0.630. (6) The reactants are I[C:2]1[CH:3]=[CH:4][C:5]2[N:6]([CH:8]=[C:9]([NH:11][C:12]([CH:14]3[CH2:16][CH2:15]3)=[O:13])[N:10]=2)[N:7]=1.[NH2:17][C:18]1[C:19]([CH3:25])=[C:20]([OH:24])[CH:21]=[CH:22][CH:23]=1.C(=O)([O-])[O-].[K+].[K+]. The catalyst is CN(C)C=O. The product is [NH2:17][C:18]1[C:19]([CH3:25])=[C:20]([CH:21]=[CH:22][CH:23]=1)[O:24][C:2]1[CH:3]=[CH:4][C:5]2[N:6]([CH:8]=[C:9]([NH:11][C:12]([CH:14]3[CH2:16][CH2:15]3)=[O:13])[N:10]=2)[N:7]=1. The yield is 0.580.